From a dataset of Full USPTO retrosynthesis dataset with 1.9M reactions from patents (1976-2016). Predict the reactants needed to synthesize the given product. (1) Given the product [Cl:23][C:24]1[C:29]2[N:30]=[C:31]([C:33]3[C:34](=[O:35])[O:22][C:4]4[C:3]([CH:1]=3)=[CH:8][CH:7]=[C:6]([CH:9]3[CH2:14][CH2:13][N:12]([C:15]([O:17][C:18]([CH3:19])([CH3:20])[CH3:21])=[O:16])[CH2:11][CH2:10]3)[CH:5]=4)[S:32][C:28]=2[CH:27]=[CH:26][CH:25]=1, predict the reactants needed to synthesize it. The reactants are: [CH:1]([C:3]1[CH:8]=[CH:7][C:6]([CH:9]2[CH2:14][CH2:13][N:12]([C:15]([O:17][C:18]([CH3:21])([CH3:20])[CH3:19])=[O:16])[CH2:11][CH2:10]2)=[CH:5][C:4]=1[OH:22])=O.[Cl:23][C:24]1[C:29]2[N:30]=[C:31]([CH2:33][C:34](OCC)=[O:35])[S:32][C:28]=2[CH:27]=[CH:26][CH:25]=1.N1CCCCC1.C(O)(=O)C. (2) Given the product [NH2:31][CH:32]([C:36]1[CH:41]=[CH:40][CH:39]=[CH:38][CH:37]=1)[C:33]([N:9]([C:5]1[CH:6]=[CH:7][CH:8]=[C:3]([C:2]([F:22])([F:23])[F:1])[CH:4]=1)[CH2:10][CH2:11][C:12]1[CH:17]=[CH:16][C:15]([C:18]([F:21])([F:20])[F:19])=[CH:14][CH:13]=1)=[O:34], predict the reactants needed to synthesize it. The reactants are: [F:1][C:2]([F:23])([F:22])[C:3]1[CH:4]=[C:5]([NH:9][CH2:10][CH2:11][C:12]2[CH:17]=[CH:16][C:15]([C:18]([F:21])([F:20])[F:19])=[CH:14][CH:13]=2)[CH:6]=[CH:7][CH:8]=1.C(OC([NH:31][CH:32]([C:36]1[CH:41]=[CH:40][CH:39]=[CH:38][CH:37]=1)[C:33](O)=[O:34])=O)(C)(C)C. (3) The reactants are: [C:1]([NH:4][C:5]1[S:6][C:7]2[C:13]3[N:14]([C:21]4[CH:30]=[CH:29][C:24]([C:25]([O:27]C)=[O:26])=[CH:23][C:22]=4[Cl:31])[N:15]=[C:16]([C:17]4([CH3:20])[CH2:19][CH2:18]4)[C:12]=3[CH2:11][CH2:10][C:8]=2[N:9]=1)(=[O:3])[CH3:2].[OH-].[Li+]. Given the product [C:1]([NH:4][C:5]1[S:6][C:7]2[C:13]3[N:14]([C:21]4[CH:30]=[CH:29][C:24]([C:25]([OH:27])=[O:26])=[CH:23][C:22]=4[Cl:31])[N:15]=[C:16]([C:17]4([CH3:20])[CH2:18][CH2:19]4)[C:12]=3[CH2:11][CH2:10][C:8]=2[N:9]=1)(=[O:3])[CH3:2], predict the reactants needed to synthesize it. (4) The reactants are: [Br:1][C:2]1[CH:7]=[CH:6][C:5]([CH2:8][CH2:9][C:10]([CH3:21])([C:16]([O:18]CC)=[O:17])[C:11]([O:13][CH2:14][CH3:15])=[O:12])=[CH:4][CH:3]=1.[OH-].[K+]. Given the product [Br:1][C:2]1[CH:7]=[CH:6][C:5]([CH2:8][CH2:9][C:10]([C:11]([O:13][CH2:14][CH3:15])=[O:12])([CH3:21])[C:16]([OH:18])=[O:17])=[CH:4][CH:3]=1, predict the reactants needed to synthesize it. (5) Given the product [NH2:23][C:19]1[CH:18]=[CH:17][CH:16]=[C:15]2[C:20]=1[CH:21]=[CH:22][N:13]([CH:8]([C:5]1[CH:4]=[CH:3][C:2]([Cl:1])=[CH:7][CH:6]=1)[C:9]([O:11][CH3:12])=[O:10])[C:14]2=[O:26], predict the reactants needed to synthesize it. The reactants are: [Cl:1][C:2]1[CH:7]=[CH:6][C:5]([CH:8]([N:13]2[CH:22]=[CH:21][C:20]3[C:15](=[CH:16][CH:17]=[CH:18][C:19]=3[N+:23]([O-])=O)[C:14]2=[O:26])[C:9]([O:11][CH3:12])=[O:10])=[CH:4][CH:3]=1.[Cl-].[NH4+].O. (6) Given the product [CH:1]([O:4][C:5](=[O:17])[C:6]1[CH:11]=[C:10]([O:12][CH:13]([CH3:15])[CH3:14])[N:9]=[C:8]([O:16][C:25]2[CH:32]=[CH:31][C:28]([C:29]#[N:30])=[CH:27][CH:26]=2)[CH:7]=1)([CH3:3])[CH3:2], predict the reactants needed to synthesize it. The reactants are: [CH:1]([O:4][C:5](=[O:17])[C:6]1[CH:11]=[C:10]([O:12][CH:13]([CH3:15])[CH3:14])[N:9]=[C:8]([OH:16])[CH:7]=1)([CH3:3])[CH3:2].C(=O)([O-])[O-].[K+].[K+].F[C:25]1[CH:32]=[CH:31][C:28]([C:29]#[N:30])=[CH:27][CH:26]=1.OC1N=CC=CC=1C([O-])=O. (7) Given the product [CH:8]([N:21]1[CH2:24][C:23](=[O:25])[CH2:22]1)([C:15]1[CH:20]=[CH:19][CH:18]=[CH:17][CH:16]=1)[C:9]1[CH:10]=[CH:11][CH:12]=[CH:13][CH:14]=1, predict the reactants needed to synthesize it. The reactants are: C(N(CC)CC)C.[CH:8]([N:21]1[CH2:24][CH:23]([OH:25])[CH2:22]1)([C:15]1[CH:20]=[CH:19][CH:18]=[CH:17][CH:16]=1)[C:9]1[CH:14]=[CH:13][CH:12]=[CH:11][CH:10]=1. (8) Given the product [CH2:4]([N:11]1[CH2:16][CH2:15][CH:14]([N:17]([CH2:18][C:19]2[N:24]=[CH:23][C:22]3[O:25][CH2:26][CH2:27][O:28][C:21]=3[CH:20]=2)[C:36](=[O:37])[O:38][C:39]([CH3:42])([CH3:41])[CH3:40])[CH2:13][CH2:12]1)[C:5]1[CH:10]=[CH:9][CH:8]=[CH:7][CH:6]=1, predict the reactants needed to synthesize it. The reactants are: Cl.Cl.Cl.[CH2:4]([N:11]1[CH2:16][CH2:15][CH:14]([NH:17][CH2:18][C:19]2[N:24]=[CH:23][C:22]3[O:25][CH2:26][CH2:27][O:28][C:21]=3[CH:20]=2)[CH2:13][CH2:12]1)[C:5]1[CH:10]=[CH:9][CH:8]=[CH:7][CH:6]=1.O1CCCC1.[OH-].[Na+].[C:36](O[C:36]([O:38][C:39]([CH3:42])([CH3:41])[CH3:40])=[O:37])([O:38][C:39]([CH3:42])([CH3:41])[CH3:40])=[O:37].